This data is from Forward reaction prediction with 1.9M reactions from USPTO patents (1976-2016). The task is: Predict the product of the given reaction. (1) Given the reactants O1C2C=CC=CC=2OB1.[Br:10][C:11]1[C:12]([N:27]2[CH2:30][CH:29]([CH:31]([CH3:33])[CH3:32])[CH2:28]2)=[C:13]([C:19](=[O:26])[C:20]([O:22][CH:23]([CH3:25])[CH3:24])=[O:21])[C:14]([CH3:18])=[N:15][C:16]=1[CH3:17].CB1N2CCC[C@@H]2C(C2C=CC=CC=2)(C2C=CC=CC=2)O1, predict the reaction product. The product is: [Br:10][C:11]1[C:12]([N:27]2[CH2:30][CH:29]([CH:31]([CH3:33])[CH3:32])[CH2:28]2)=[C:13]([C@H:19]([OH:26])[C:20]([O:22][CH:23]([CH3:25])[CH3:24])=[O:21])[C:14]([CH3:18])=[N:15][C:16]=1[CH3:17]. (2) Given the reactants [F:1][C:2]1[CH:7]=[CH:6][C:5]([C:8]2[C:9]3[CH2:20][NH:19][CH2:18][CH2:17][C:10]=3[N:11]=[C:12]([CH:14]([CH3:16])[CH3:15])[N:13]=2)=[CH:4][CH:3]=1.[C:21]([OH:33])(=[O:32])[CH2:22][C:23]([CH2:28][C:29]([OH:31])=[O:30])([C:25]([OH:27])=[O:26])[OH:24], predict the reaction product. The product is: [C:21]([OH:33])(=[O:32])[CH2:22][C:23]([CH2:28][C:29]([OH:31])=[O:30])([C:25]([OH:27])=[O:26])[OH:24].[F:1][C:2]1[CH:7]=[CH:6][C:5]([C:8]2[C:9]3[CH2:20][NH:19][CH2:18][CH2:17][C:10]=3[N:11]=[C:12]([CH:14]([CH3:16])[CH3:15])[N:13]=2)=[CH:4][CH:3]=1. (3) Given the reactants [NH2:1][C:2]1[CH:11]=[C:10]([N:12]2[CH2:17][CH2:16][N:15]([C:18]([NH:20][C@H:21]3[CH2:27][CH2:26][CH2:25][CH2:24][N:23]([CH2:28][C:29]([OH:31])=O)[C:22]3=[O:32])=[O:19])[CH2:14][CH2:13]2)[C:9]2[C:4](=[CH:5][C:6]([Cl:33])=[CH:7][CH:8]=2)[N:3]=1.[CH2:34]([NH2:41])[C:35]1[CH:40]=[CH:39][CH:38]=[CH:37][CH:36]=1.CN(C(ON1N=NC2C=CC=NC1=2)=[N+](C)C)C.F[P-](F)(F)(F)(F)F.C(N(C(C)C)CC)(C)C, predict the reaction product. The product is: [NH2:1][C:2]1[CH:11]=[C:10]([N:12]2[CH2:13][CH2:14][N:15]([C:18]([NH:20][C@H:21]3[CH2:27][CH2:26][CH2:25][CH2:24][N:23]([CH2:28][C:29]([NH:41][CH2:34][C:35]4[CH:40]=[CH:39][CH:38]=[CH:37][CH:36]=4)=[O:31])[C:22]3=[O:32])=[O:19])[CH2:16][CH2:17]2)[C:9]2[C:4](=[CH:5][C:6]([Cl:33])=[CH:7][CH:8]=2)[N:3]=1. (4) Given the reactants [CH3:1][C:2]1([CH3:17])[C:13]2[C:14]3[N:5]([C:6](=[O:16])[C:7](=[O:15])[NH:8][C:9]=3[CH:10]=[CH:11][CH:12]=2)[CH2:4][CH2:3]1.C(=O)([O-])[O-].[Cs+].[Cs+].Br[CH2:25][CH2:26][C@H:27]([CH3:34])[CH2:28][CH2:29][CH:30]=[C:31]([CH3:33])[CH3:32].O, predict the reaction product. The product is: [CH3:34][C@H:27]([CH2:28][CH2:29][CH:30]=[C:31]([CH3:33])[CH3:32])[CH2:26][CH2:25][N:8]1[C:9]2[CH:10]=[CH:11][CH:12]=[C:13]3[C:2]([CH3:17])([CH3:1])[CH2:3][CH2:4][N:5]([C:14]=23)[C:6](=[O:16])[C:7]1=[O:15].